This data is from hERG potassium channel inhibition data for cardiac toxicity prediction from Karim et al.. The task is: Regression/Classification. Given a drug SMILES string, predict its toxicity properties. Task type varies by dataset: regression for continuous values (e.g., LD50, hERG inhibition percentage) or binary classification for toxic/non-toxic outcomes (e.g., AMES mutagenicity, cardiotoxicity, hepatotoxicity). Dataset: herg_karim. (1) The molecule is CNC1CCN(c2ccc(Cl)c(Cl)c2)c2ccccc21. The result is 1 (blocker). (2) The drug is O=C1CCc2ccc(OCCCCN3CCN(c4cccc(Cl)c4Cl)CC3)cc2N1. The result is 1 (blocker). (3) The compound is C[C@H]1CCCN1CCCOc1ccc(N2CCN(C(=O)c3ccc(C#N)cc3)CC2=O)cc1.O=CO. The result is 0 (non-blocker). (4) The drug is CCOc1cc(NC(=O)c2ccccc2F)ccc1-c1nnc(NCCCN2CCCCC2)o1. The result is 0 (non-blocker). (5) The drug is Cc1cccc(N2CCN(CCCCCCN3CCN(c4cccc(C)c4)CC3)CC2)c1. The result is 1 (blocker). (6) The drug is CC1(C)Oc2ccc(NC(=O)c3ccc(Cl)cn3)cc2C2(COC(N)=N2)C12COC2. The result is 0 (non-blocker). (7) The drug is NC(N)=Nc1nc(CSCCC(N)=NS(N)(=O)=O)cs1. The result is 0 (non-blocker). (8) The drug is CN(CC1CCC(c2nc(-c3cccc(C(F)(F)F)c3)c[nH]2)CC1)S(=O)(=O)c1ccccc1. The result is 1 (blocker).